From a dataset of NCI-60 drug combinations with 297,098 pairs across 59 cell lines. Regression. Given two drug SMILES strings and cell line genomic features, predict the synergy score measuring deviation from expected non-interaction effect. (1) Drug 1: C1C(C(OC1N2C=NC(=NC2=O)N)CO)O. Drug 2: B(C(CC(C)C)NC(=O)C(CC1=CC=CC=C1)NC(=O)C2=NC=CN=C2)(O)O. Cell line: OVCAR-4. Synergy scores: CSS=67.2, Synergy_ZIP=-0.0798, Synergy_Bliss=-1.32, Synergy_Loewe=-1.55, Synergy_HSA=-1.03. (2) Drug 1: CC12CCC(CC1=CCC3C2CCC4(C3CC=C4C5=CN=CC=C5)C)O. Drug 2: CCCCC(=O)OCC(=O)C1(CC(C2=C(C1)C(=C3C(=C2O)C(=O)C4=C(C3=O)C=CC=C4OC)O)OC5CC(C(C(O5)C)O)NC(=O)C(F)(F)F)O. Cell line: SNB-19. Synergy scores: CSS=5.68, Synergy_ZIP=-1.37, Synergy_Bliss=-2.00, Synergy_Loewe=-2.09, Synergy_HSA=-1.17.